Dataset: Peptide-MHC class II binding affinity with 134,281 pairs from IEDB. Task: Regression. Given a peptide amino acid sequence and an MHC pseudo amino acid sequence, predict their binding affinity value. This is MHC class II binding data. (1) The binding affinity (normalized) is 0.544. The peptide sequence is AELQIVDKIDAAFKI. The MHC is DRB1_1101 with pseudo-sequence DRB1_1101. (2) The peptide sequence is QMRSMPFLRKTRWTF. The MHC is DRB1_0404 with pseudo-sequence DRB1_0404. The binding affinity (normalized) is 0.733. (3) The peptide sequence is GPLLVLQAGFFLLTR. The MHC is HLA-DQA10101-DQB10501 with pseudo-sequence HLA-DQA10101-DQB10501. The binding affinity (normalized) is 0.180. (4) The peptide sequence is QAYAATVAAAPQVKY. The MHC is HLA-DPA10201-DPB11401 with pseudo-sequence HLA-DPA10201-DPB11401. The binding affinity (normalized) is 0.249. (5) The peptide sequence is ASVVAGGIIAILVTC. The MHC is DRB1_0101 with pseudo-sequence DRB1_0101. The binding affinity (normalized) is 0.589. (6) The peptide sequence is MIRIIAQGPKATFEA. The MHC is DRB1_1101 with pseudo-sequence DRB1_1101. The binding affinity (normalized) is 0.396. (7) The MHC is HLA-DPA10201-DPB10501 with pseudo-sequence HLA-DPA10201-DPB10501. The peptide sequence is MSFVTTQPEALAAAA. The binding affinity (normalized) is 0.0915. (8) The peptide sequence is TLTAFGFASADLIEI. The MHC is DRB1_0301 with pseudo-sequence DRB1_0301. The binding affinity (normalized) is 0.103. (9) The peptide sequence is VKSSKPLVGPFNFRF. The MHC is DRB4_0101 with pseudo-sequence DRB4_0103. The binding affinity (normalized) is 0.170. (10) The peptide sequence is SQDLELSWNLNGLQADLSS. The MHC is DRB1_0401 with pseudo-sequence DRB1_0401. The binding affinity (normalized) is 0.569.